This data is from HIV replication inhibition screening data with 41,000+ compounds from the AIDS Antiviral Screen. The task is: Binary Classification. Given a drug SMILES string, predict its activity (active/inactive) in a high-throughput screening assay against a specified biological target. The molecule is CCN(CC)c1c(C(=O)C=Cc2ccc(F)cc2)c(-c2ccccc2)nn(C)c1=O. The result is 0 (inactive).